From a dataset of Full USPTO retrosynthesis dataset with 1.9M reactions from patents (1976-2016). Predict the reactants needed to synthesize the given product. (1) Given the product [CH3:34][O:35][C:36]([C:38]1[CH:47]=[C:46]([OH:48])[C:45]2[C:40](=[C:41]([NH2:64])[CH:42]=[CH:43][C:44]=2[CH2:56][CH2:57][C:58]2[CH:63]=[CH:62][CH:61]=[CH:60][CH:59]=2)[N:39]=1)=[O:37], predict the reactants needed to synthesize it. The reactants are: COC(C1C=C(NS(C2C=CC(C)=CC=2)(=O)=O)C2C(=C(OCC3C=CC=CC=3)C=CC=2)N=1)=O.[CH3:34][O:35][C:36]([C:38]1[CH:47]=[C:46]([O:48]CC2C=CC=CC=2)[C:45]2[C:40](=[C:41]([N+:64]([O-])=O)[CH:42]=[CH:43][C:44]=2[C:56]#[C:57][C:58]2[CH:63]=[CH:62][CH:61]=[CH:60][CH:59]=2)[N:39]=1)=[O:37]. (2) Given the product [O:32]1[CH2:31][CH2:30][N:29]([CH2:28][CH2:27][O:26][C:24]2[CH:23]=[CH:22][C:21]3[N:17]([CH2:16][C:14]4[CH:13]=[CH:12][C:10]5[N:11]=[C:7]([NH:6][C@@H:5]6[CH2:35][CH2:36][CH2:37][CH2:38][C@H:4]6[OH:3])[S:8][C:9]=5[CH:15]=4)[CH:18]=[N:19][C:20]=3[CH:25]=2)[CH2:34][CH2:33]1, predict the reactants needed to synthesize it. The reactants are: CC1(C)[N:6]([C:7]2[S:8][C:9]3[CH:15]=[C:14]([CH2:16][N:17]4[C:21]5[CH:22]=[CH:23][C:24]([O:26][CH2:27][CH2:28][N:29]6[CH2:34][CH2:33][O:32][CH2:31][CH2:30]6)=[CH:25][C:20]=5[N:19]=[CH:18]4)[CH:13]=[CH:12][C:10]=3[N:11]=2)[C@@H:5]2[CH2:35][CH2:36][CH2:37][CH2:38][C@H:4]2[O:3]1.C(N(CC)CC)C. (3) Given the product [Cl:9][C:10]1[N:17]=[C:16]([Cl:18])[CH:15]=[C:14](/[CH:19]=[CH:3]/[N:4]([CH3:6])[CH3:5])[C:11]=1[C:12]#[N:13], predict the reactants needed to synthesize it. The reactants are: CO[CH:3](OC)[N:4]([CH3:6])[CH3:5].[Cl:9][C:10]1[N:17]=[C:16]([Cl:18])[CH:15]=[C:14]([CH3:19])[C:11]=1[C:12]#[N:13]. (4) Given the product [C:11]([O:14][C:15]([NH:1][C@@H:2]([CH2:6][C:7]([CH3:9])=[CH2:8])[C:3]([OH:5])=[O:4])=[O:16])([CH3:13])([CH3:12])[CH3:10], predict the reactants needed to synthesize it. The reactants are: [NH2:1][C@@H:2]([CH2:6][C:7]([CH3:9])=[CH2:8])[C:3]([OH:5])=[O:4].[CH3:10][C:11]([O:14][C:15](O[C:15]([O:14][C:11]([CH3:13])([CH3:12])[CH3:10])=[O:16])=[O:16])([CH3:13])[CH3:12].Cl. (5) The reactants are: C([Sn](CCCC)(CCCC)[C:6]1[N:7]=[CH:8][N:9]([C:11]([C:24]2[CH:29]=[CH:28][CH:27]=[CH:26][CH:25]=2)([C:18]2[CH:23]=[CH:22][CH:21]=[CH:20][CH:19]=2)[C:12]2[CH:17]=[CH:16][CH:15]=[CH:14][CH:13]=2)[CH:10]=1)CCC.Cl[C:39]1[CH:44]=[CH:43][C:42]([F:45])=[CH:41][N:40]=1. Given the product [F:45][C:42]1[CH:43]=[CH:44][C:39]([C:6]2[N:7]=[CH:8][N:9]([C:11]([C:24]3[CH:29]=[CH:28][CH:27]=[CH:26][CH:25]=3)([C:12]3[CH:17]=[CH:16][CH:15]=[CH:14][CH:13]=3)[C:18]3[CH:19]=[CH:20][CH:21]=[CH:22][CH:23]=3)[CH:10]=2)=[N:40][CH:41]=1, predict the reactants needed to synthesize it. (6) Given the product [Br:1][C:2]1[CH:3]=[C:4]([CH:9]=[CH:10][CH:11]=1)[C:5]([NH:13][NH2:14])=[O:6], predict the reactants needed to synthesize it. The reactants are: [Br:1][C:2]1[CH:3]=[C:4]([CH:9]=[CH:10][CH:11]=1)[C:5](OC)=[O:6].O.[NH2:13][NH2:14]. (7) The reactants are: [NH:1]1[C:9]2[C:4](=[CH:5][CH:6]=[CH:7][CH:8]=2)[C:3]([C:10]([OH:12])=[O:11])=[N:2]1.[H-].[Na+].[CH2:15]([O:17][C:18](=[O:24])[CH2:19][CH2:20][CH2:21][CH2:22]Br)[CH3:16].O. Given the product [CH2:15]([O:17][C:18](=[O:24])[CH2:19][CH2:20][CH2:21][CH2:22][N:1]1[C:9]2[C:4](=[CH:5][CH:6]=[CH:7][CH:8]=2)[C:3]([C:10]([OH:12])=[O:11])=[N:2]1)[CH3:16], predict the reactants needed to synthesize it. (8) The reactants are: [F:1][C:2]1[CH:3]=[CH:4][C:5]([CH2:8]O)=[N:6][CH:7]=1.S(Cl)([Cl:12])=O. Given the product [Cl:12][CH2:8][C:5]1[CH:4]=[CH:3][C:2]([F:1])=[CH:7][N:6]=1, predict the reactants needed to synthesize it.